Dataset: HIV replication inhibition screening data with 41,000+ compounds from the AIDS Antiviral Screen. Task: Binary Classification. Given a drug SMILES string, predict its activity (active/inactive) in a high-throughput screening assay against a specified biological target. (1) The molecule is CC(C)CCCC(C)C1CCC2C3CCC4CC(CCC=C(c5cc(Cl)c(OCc6cccc(C(=O)O)c6)c(C(=O)O)c5)c5cc(Cl)c(OCc6cccc(C(=O)O)c6)c(C(=O)O)c5)CCC4(C)C3CCC12C. The result is 1 (active). (2) The drug is O=C1CCCCC(=O)Nc2ccccc2-c2ccccc2N1. The result is 0 (inactive). (3) The molecule is CC1(C)CC2(CC(C)(C)c3cc(O)c(O)cc32)c2cc(O)c(O)cc21. The result is 0 (inactive). (4) The drug is Clc1ccc2nc3c(c(-c4ccccc4)nn3-c3ccccc3)c(-c3ccccc3)c2c1. The result is 0 (inactive).